Dataset: Reaction yield outcomes from USPTO patents with 853,638 reactions. Task: Predict the reaction yield, written as a fraction of the theoretical maximum amount of product (1.0 means a 100% yield; for example, 0.34 means a 34% yield). (1) The reactants are [F:1][C:2]1[CH:10]=[C:9]([F:11])[CH:8]=[C:7]([F:12])[C:3]=1[C:4]([Cl:6])=[O:5].[CH3:13][N:14]([CH3:28])[CH:15]1[CH2:20][CH2:19][C:18]([C:21]2[CH:22]=[C:23]([NH2:27])[CH:24]=[CH:25][CH:26]=2)=[CH:17][CH2:16]1. No catalyst specified. The product is [ClH:6].[CH3:13][N:14]([CH3:28])[CH:15]1[CH2:20][CH2:19][C:18]([C:21]2[CH:22]=[C:23]([NH:27][C:4](=[O:5])[C:3]3[C:2]([F:1])=[CH:10][C:9]([F:11])=[CH:8][C:7]=3[F:12])[CH:24]=[CH:25][CH:26]=2)=[CH:17][CH2:16]1. The yield is 0.850. (2) The product is [CH3:1][S:2][C:3]1[C:4]2[CH:11]=[C:10]([CH:23]=[O:24])[S:9][C:5]=2[N:6]=[CH:7][N:8]=1. The catalyst is C1COCC1.O. The reactants are [CH3:1][S:2][C:3]1[C:4]2[CH:11]=[CH:10][S:9][C:5]=2[N:6]=[CH:7][N:8]=1.[Li+].CC([N-]C(C)C)C.CN([CH:23]=[O:24])C. The yield is 0.510. (3) The reactants are [H-].[Na+].[C:3]1([C:26]2[CH:31]=[CH:30][CH:29]=[CH:28][CH:27]=2)[CH:8]=[CH:7][C:6]([C:9]([N:11]2[CH2:17][C:16]3[CH:18]=[CH:19][CH:20]=[N:21][C:15]=3[NH:14][C:13]3[CH:22]=[CH:23][CH:24]=[CH:25][C:12]2=3)=[O:10])=[CH:5][CH:4]=1.[CH3:32]I. The catalyst is CCCCCC.ClCCl. The product is [C:3]1([C:26]2[CH:31]=[CH:30][CH:29]=[CH:28][CH:27]=2)[CH:4]=[CH:5][C:6]([C:9]([N:11]2[CH2:17][C:16]3[CH:18]=[CH:19][CH:20]=[N:21][C:15]=3[N:14]([CH3:32])[C:13]3[CH:22]=[CH:23][CH:24]=[CH:25][C:12]2=3)=[O:10])=[CH:7][CH:8]=1. The yield is 0.613. (4) The reactants are [Br:1][C:2]1[CH:3]=[CH:4][C:5](=[O:8])[NH:6][CH:7]=1.[H-].[Na+].I[CH3:12]. The catalyst is C1COCC1. The product is [Br:1][C:2]1[CH:3]=[CH:4][C:5](=[O:8])[N:6]([CH3:12])[CH:7]=1. The yield is 0.720.